This data is from NCI-60 drug combinations with 297,098 pairs across 59 cell lines. The task is: Regression. Given two drug SMILES strings and cell line genomic features, predict the synergy score measuring deviation from expected non-interaction effect. (1) Cell line: RXF 393. Drug 2: C1CNP(=O)(OC1)N(CCCl)CCCl. Drug 1: CC1CCC2CC(C(=CC=CC=CC(CC(C(=O)C(C(C(=CC(C(=O)CC(OC(=O)C3CCCCN3C(=O)C(=O)C1(O2)O)C(C)CC4CCC(C(C4)OC)O)C)C)O)OC)C)C)C)OC. Synergy scores: CSS=9.28, Synergy_ZIP=-2.72, Synergy_Bliss=-0.873, Synergy_Loewe=-63.9, Synergy_HSA=-1.49. (2) Drug 1: C1=CC(=C2C(=C1NCCNCCO)C(=O)C3=C(C=CC(=C3C2=O)O)O)NCCNCCO. Drug 2: CC1C(C(=O)NC(C(=O)N2CCCC2C(=O)N(CC(=O)N(C(C(=O)O1)C(C)C)C)C)C(C)C)NC(=O)C3=C4C(=C(C=C3)C)OC5=C(C(=O)C(=C(C5=N4)C(=O)NC6C(OC(=O)C(N(C(=O)CN(C(=O)C7CCCN7C(=O)C(NC6=O)C(C)C)C)C)C(C)C)C)N)C. Cell line: MOLT-4. Synergy scores: CSS=77.3, Synergy_ZIP=9.24, Synergy_Bliss=8.72, Synergy_Loewe=1.61, Synergy_HSA=9.56.